The task is: Regression/Classification. Given a drug SMILES string, predict its absorption, distribution, metabolism, or excretion properties. Task type varies by dataset: regression for continuous measurements (e.g., permeability, clearance, half-life) or binary classification for categorical outcomes (e.g., BBB penetration, CYP inhibition). Dataset: cyp2c9_veith.. This data is from CYP2C9 inhibition data for predicting drug metabolism from PubChem BioAssay. (1) The drug is Cc1ccc(N(C(=O)C(F)(F)F)C(C(=O)NC2CCCCC2)c2cccs2)cc1C. The result is 0 (non-inhibitor). (2) The drug is COc1ccc(Oc2ncc3nc(-c4ccccc4)c(=O)n(CCC#N)c3n2)cc1. The result is 1 (inhibitor).